This data is from Peptide-MHC class II binding affinity with 134,281 pairs from IEDB. The task is: Regression. Given a peptide amino acid sequence and an MHC pseudo amino acid sequence, predict their binding affinity value. This is MHC class II binding data. (1) The peptide sequence is VFILDGDNLFPKV. The MHC is DRB1_0401 with pseudo-sequence DRB1_0401. The binding affinity (normalized) is 0.651. (2) The peptide sequence is SVVVNKYTDGSRVLN. The MHC is DRB1_0101 with pseudo-sequence DRB1_0101. The binding affinity (normalized) is 0.695. (3) The peptide sequence is QELLDIANYLMEQIQ. The MHC is DRB1_0301 with pseudo-sequence DRB1_0301. The binding affinity (normalized) is 0.186. (4) The peptide sequence is TYVLSIVPSGPLKAEIAQRL. The binding affinity (normalized) is 0.348. The MHC is DRB1_0403 with pseudo-sequence DRB1_0403. (5) The peptide sequence is FLLSYGEKDFEDYRF. The MHC is HLA-DQA10201-DQB10202 with pseudo-sequence HLA-DQA10201-DQB10202. The binding affinity (normalized) is 0.198. (6) The peptide sequence is LDLAVNAAVDAGIHF. The MHC is DRB1_1201 with pseudo-sequence DRB1_1201. The binding affinity (normalized) is 0.257. (7) The MHC is DRB1_1101 with pseudo-sequence DRB1_1101. The binding affinity (normalized) is 0.302. The peptide sequence is ELLDQSDVKEPGVSR. (8) The peptide sequence is MAKKGGEAMDTISVF. The MHC is HLA-DQA10601-DQB10402 with pseudo-sequence HLA-DQA10601-DQB10402. The binding affinity (normalized) is 0. (9) The peptide sequence is QEMIKYMTLVSAAER. The MHC is DRB4_0101 with pseudo-sequence DRB4_0103. The binding affinity (normalized) is 1.00.